From a dataset of Forward reaction prediction with 1.9M reactions from USPTO patents (1976-2016). Predict the product of the given reaction. (1) The product is: [NH2:2][C:66](=[O:67])[CH2:65][C:64]1[C:59]([CH2:58][CH2:57][C:55]2[C:54]([C:69]([F:71])([F:72])[F:70])=[CH:53][N:52]=[C:51]([NH:50][C:47]3[CH:46]=[CH:45][C:44]([CH:41]4[CH2:40][CH2:39][N:38]([C:36]([O:35][C:31]([CH3:33])([CH3:32])[CH3:34])=[O:37])[CH2:43][CH2:42]4)=[CH:49][CH:48]=3)[N:56]=2)=[N:60][CH:61]=[CH:62][CH:63]=1. Given the reactants O[N:2]1C2C=CC=CC=2N=N1.CCN=C=NCCCN(C)C.C(N(CC)C(C)C)(C)C.[C:31]([O:35][C:36]([N:38]1[CH2:43][CH2:42][CH:41]([C:44]2[CH:49]=[CH:48][C:47]([NH:50][C:51]3[N:56]=[C:55]([CH2:57][CH2:58][C:59]4[C:64]([CH2:65][C:66]([O-])=[O:67])=[CH:63][CH:62]=[CH:61][N:60]=4)[C:54]([C:69]([F:72])([F:71])[F:70])=[CH:53][N:52]=3)=[CH:46][CH:45]=2)[CH2:40][CH2:39]1)=[O:37])([CH3:34])([CH3:33])[CH3:32].[Li+].C(=O)([O-])[O-].[NH4+].[NH4+], predict the reaction product. (2) Given the reactants [NH2:1][CH2:2][C:3]1[CH:8]=[CH:7][C:6]([C:9]2[N:17]3[C:12]([C:13]([NH2:18])=[N:14][CH:15]=[N:16]3)=[C:11]([C:19]3[CH:20]=[CH:21][C:22]4[C:26]([CH:27]=3)=[N:25][N:24]([CH2:28][C:29]3[CH:34]=[CH:33][CH:32]=[CH:31][CH:30]=3)[CH:23]=4)[CH:10]=2)=[CH:5][CH:4]=1.[C:35]1(=O)[CH2:39][CH2:38][CH2:37][CH2:36]1, predict the reaction product. The product is: [CH2:28]([N:24]1[CH:23]=[C:22]2[C:26]([CH:27]=[C:19]([C:11]3[CH:10]=[C:9]([C:6]4[CH:7]=[CH:8][C:3]([CH2:2][NH:1][CH:35]5[CH2:39][CH2:38][CH2:37][CH2:36]5)=[CH:4][CH:5]=4)[N:17]4[C:12]=3[C:13]([NH2:18])=[N:14][CH:15]=[N:16]4)[CH:20]=[CH:21]2)=[N:25]1)[C:29]1[CH:30]=[CH:31][CH:32]=[CH:33][CH:34]=1. (3) The product is: [CH2:1]([O:8][C:9]1[CH:10]=[C:11]([S:15][C:16]2[CH:21]=[CH:20][C:19]([CH2:22][CH2:23][CH2:24][C:25]([CH2:33][O:34][CH2:35][O:36][CH3:37])([CH2:30][C:31]#[CH:32])[C:26]([OH:28])=[O:27])=[C:18]([Cl:38])[CH:17]=2)[CH:12]=[CH:13][CH:14]=1)[C:2]1[CH:3]=[CH:4][CH:5]=[CH:6][CH:7]=1. Given the reactants [CH2:1]([O:8][C:9]1[CH:10]=[C:11]([S:15][C:16]2[CH:21]=[CH:20][C:19]([CH2:22][CH2:23][CH2:24][C:25]([CH2:33][O:34][CH2:35][O:36][CH3:37])([CH2:30][C:31]#[CH:32])[C:26]([O:28]C)=[O:27])=[C:18]([Cl:38])[CH:17]=2)[CH:12]=[CH:13][CH:14]=1)[C:2]1[CH:7]=[CH:6][CH:5]=[CH:4][CH:3]=1.CO.C1COCC1.[OH-].[Na+], predict the reaction product. (4) The product is: [SH:4][CH:5]1[CH2:9][CH2:8][N:7]([C:10]([O:12][C:13]([CH3:16])([CH3:15])[CH3:14])=[O:11])[CH2:6]1. Given the reactants C([S:4][CH:5]1[CH2:9][CH2:8][N:7]([C:10]([O:12][C:13]([CH3:16])([CH3:15])[CH3:14])=[O:11])[CH2:6]1)(=O)C.C[S-].[Na+].Cl, predict the reaction product.